Dataset: Full USPTO retrosynthesis dataset with 1.9M reactions from patents (1976-2016). Task: Predict the reactants needed to synthesize the given product. (1) The reactants are: [NH2:1][C:2]1[CH:11]=[CH:10][CH:9]=[C:8]2[C:3]=1[CH:4]=[C:5]([CH3:12])[N:6]=[CH:7]2.N1C=CC=CC=1.Cl[C:20](OC1C=CC=CC=1)=[O:21].C(N(CC)CC)C.[NH2:36][CH:37]1[CH2:40][N:39]([CH:41]([C:48]2[CH:53]=[CH:52][CH:51]=[CH:50][CH:49]=2)[C:42]2[CH:47]=[CH:46][CH:45]=[CH:44][CH:43]=2)[CH2:38]1. Given the product [CH3:12][C:5]1[N:6]=[CH:7][C:8]2[C:3]([CH:4]=1)=[C:2]([NH:1][C:20]([NH:36][CH:37]1[CH2:40][N:39]([CH:41]([C:42]3[CH:47]=[CH:46][CH:45]=[CH:44][CH:43]=3)[C:48]3[CH:53]=[CH:52][CH:51]=[CH:50][CH:49]=3)[CH2:38]1)=[O:21])[CH:11]=[CH:10][CH:9]=2, predict the reactants needed to synthesize it. (2) Given the product [CH2:19]([N:16]1[CH2:17][CH2:18][CH:13]([N:12]2[CH2:11][CH2:10][C:3]3[CH:4]=[C:5]([O:8][CH3:9])[CH:6]=[CH:7][C:2]=3[NH:1][C:29]2=[O:30])[CH2:14][CH2:15]1)[C:20]1[CH:21]=[CH:22][CH:23]=[CH:24][CH:25]=1, predict the reactants needed to synthesize it. The reactants are: [NH2:1][C:2]1[CH:7]=[CH:6][C:5]([O:8][CH3:9])=[CH:4][C:3]=1[CH2:10][CH2:11][NH:12][CH:13]1[CH2:18][CH2:17][N:16]([CH2:19][C:20]2[CH:25]=[CH:24][CH:23]=[CH:22][CH:21]=2)[CH2:15][CH2:14]1.CN([CH:29]=[O:30])C. (3) Given the product [NH2:8][C:9]1[N:14]=[C:13]([CH3:15])[N:12]=[C:11]([C:16]2[CH:17]=[C:18]([CH2:32][N:33]3[CH2:38][CH2:37][N:36]([C:39]([N:41]([CH3:43])[CH3:42])=[O:40])[CH2:35][CH2:34]3)[CH:19]=[N:20][C:21]=2[NH:22][C:23]2[CH:24]=[N:25][C:26]([O:30][CH3:31])=[C:27]([F:29])[CH:28]=2)[N:10]=1, predict the reactants needed to synthesize it. The reactants are: COC1C=CC(C[N:8](CC2C=CC(OC)=CC=2)[C:9]2[N:14]=[C:13]([CH3:15])[N:12]=[C:11]([C:16]3[CH:17]=[C:18]([CH2:32][N:33]4[CH2:38][CH2:37][N:36]([C:39]([N:41]([CH3:43])[CH3:42])=[O:40])[CH2:35][CH2:34]4)[CH:19]=[N:20][C:21]=3[NH:22][C:23]3[CH:24]=[N:25][C:26]([O:30][CH3:31])=[C:27]([F:29])[CH:28]=3)[N:10]=2)=CC=1.C(O)(C(F)(F)F)=O.CS(O)(=O)=O. (4) Given the product [Br:1][C:2]1[CH:3]=[C:4]([CH2:18][C:17]([OH:20])=[O:19])[CH:5]=[C:6]([Cl:8])[CH:7]=1, predict the reactants needed to synthesize it. The reactants are: [Br:1][C:2]1[CH:3]=[C:4](CC#N)[CH:5]=[C:6]([Cl:8])[CH:7]=1.S(=O)(=O)(O)O.[C:17]([OH:20])(=[O:19])[CH3:18]. (5) Given the product [Cl:1][C:2]1[C:7]([C:8]([OH:10])=[O:9])=[C:6]([CH3:12])[CH:5]=[CH:4][N:3]=1, predict the reactants needed to synthesize it. The reactants are: [Cl:1][C:2]1[C:7]([C:8]([O:10]C)=[O:9])=[C:6]([CH3:12])[CH:5]=[CH:4][N:3]=1.[OH-].[Na+]. (6) Given the product [Si:1]([O:8][C@@H:9]([CH3:23])[CH2:10][O:11][NH2:12])([C:4]([CH3:7])([CH3:6])[CH3:5])([CH3:3])[CH3:2], predict the reactants needed to synthesize it. The reactants are: [Si:1]([O:8][C@@H:9]([CH3:23])[CH2:10][O:11][N:12]1C(=O)C2C(=CC=CC=2)C1=O)([C:4]([CH3:7])([CH3:6])[CH3:5])([CH3:3])[CH3:2].CNN. (7) Given the product [C:17]([O:16][C:14]([N:1]1[C:5](=[O:6])[CH2:4][CH:3]2[CH2:7][CH:8]3[C:13]([CH:2]12)=[CH:12][CH2:11][CH2:10][CH2:9]3)=[O:15])([CH3:20])([CH3:19])[CH3:18], predict the reactants needed to synthesize it. The reactants are: [NH:1]1[C:5](=[O:6])[CH2:4][CH:3]2[CH2:7][CH:8]3[C:13]([CH:2]12)=[CH:12][CH2:11][CH2:10][CH2:9]3.[C:14](O[C:14]([O:16][C:17]([CH3:20])([CH3:19])[CH3:18])=[O:15])([O:16][C:17]([CH3:20])([CH3:19])[CH3:18])=[O:15].CCN(CC)CC.O. (8) Given the product [C:1]([C:3]1[CH:4]=[C:5]([C:13]2[O:17][N:16]=[C:15]([C:18]3[CH:27]=[CH:26][CH:25]=[C:24]4[C:19]=3[CH2:20][CH2:21][CH2:22][C@H:23]4[NH:28][S:29]([CH2:32][C:33]([N:51]([CH3:52])[CH3:50])=[O:35])(=[O:31])=[O:30])[N:14]=2)[CH:6]=[CH:7][C:8]=1[O:9][CH:10]([CH3:12])[CH3:11])#[N:2], predict the reactants needed to synthesize it. The reactants are: [C:1]([C:3]1[CH:4]=[C:5]([C:13]2[O:17][N:16]=[C:15]([C:18]3[CH:27]=[CH:26][CH:25]=[C:24]4[C:19]=3[CH2:20][CH2:21][CH2:22][C@H:23]4[NH:28][S:29]([CH2:32][C:33]([OH:35])=O)(=[O:31])=[O:30])[N:14]=2)[CH:6]=[CH:7][C:8]=1[O:9][CH:10]([CH3:12])[CH3:11])#[N:2].ON1C2C=CC=CC=2N=N1.C(Cl)CCl.[CH3:50][NH:51][CH3:52].